From a dataset of Acute oral toxicity (LD50) regression data from Zhu et al.. Regression/Classification. Given a drug SMILES string, predict its toxicity properties. Task type varies by dataset: regression for continuous values (e.g., LD50, hERG inhibition percentage) or binary classification for toxic/non-toxic outcomes (e.g., AMES mutagenicity, cardiotoxicity, hepatotoxicity). Dataset: ld50_zhu. (1) The rat oral LD50 is 3.36, given as -log10 of the dose in mol/kg body weight (higher means more acutely toxic). The molecule is CNC(=O)CSP(=O)(OC)SC. (2) The molecule is CC(C)OCCOCCO. The rat oral LD50 is 1.12, given as -log10 of the dose in mol/kg body weight (higher means more acutely toxic).